This data is from Full USPTO retrosynthesis dataset with 1.9M reactions from patents (1976-2016). The task is: Predict the reactants needed to synthesize the given product. Given the product [CH3:33][N:34]([CH3:36])[OH:35].[OH:16][C@H:14]1[CH2:15][N:8]([C:6]([O:5][C:1]([CH3:2])([CH3:3])[CH3:4])=[O:7])[C@H:9]([C:10]([N:19]([O:26][CH3:25])[CH3:22])=[O:12])[CH2:13]1, predict the reactants needed to synthesize it. The reactants are: [C:1]([O:5][C:6]([N:8]1[CH2:15][C@H:14]([OH:16])[CH2:13][C@H:9]1[C:10]([OH:12])=O)=[O:7])([CH3:4])([CH3:3])[CH3:2].C([N:19]([CH2:22]C)CC)C.Cl[C:25](OC(C)(C)C)=[O:26].Cl.[CH3:33][N:34]([CH3:36])[OH:35].